Dataset: Full USPTO retrosynthesis dataset with 1.9M reactions from patents (1976-2016). Task: Predict the reactants needed to synthesize the given product. (1) Given the product [C:19]([CH:18]([O:15][CH:6]([C:11]([F:14])([F:13])[F:12])[C:7]([F:10])([F:9])[F:8])[OH:17])([F:22])([F:21])[F:20], predict the reactants needed to synthesize it. The reactants are: S(=O)(=O)(O)O.[CH:6]([OH:15])([C:11]([F:14])([F:13])[F:12])[C:7]([F:10])([F:9])[F:8].C[O:17][CH:18](O)[C:19]([F:22])([F:21])[F:20]. (2) The reactants are: [CH2:1]([C:3]1[CH:4]=[C:5]([CH3:25])[C:6]([N:9]2[CH2:14][CH2:13][N:12]([C:15]([C:17]3[CH:18]=[N:19][C:20](F)=[CH:21][C:22]=3[CH3:23])=[O:16])[CH2:11][CH2:10]2)=[N:7][CH:8]=1)[CH3:2].[CH3:26][O:27][C:28]1[CH:35]=[CH:34][C:31]([CH2:32][NH2:33])=[CH:30][CH:29]=1. Given the product [CH2:1]([C:3]1[CH:4]=[C:5]([CH3:25])[C:6]([N:9]2[CH2:14][CH2:13][N:12]([C:15]([C:17]3[CH:18]=[N:19][C:20]([NH:33][CH2:32][C:31]4[CH:34]=[CH:35][C:28]([O:27][CH3:26])=[CH:29][CH:30]=4)=[CH:21][C:22]=3[CH3:23])=[O:16])[CH2:11][CH2:10]2)=[N:7][CH:8]=1)[CH3:2], predict the reactants needed to synthesize it.